Dataset: Reaction yield outcomes from USPTO patents with 853,638 reactions. Task: Predict the reaction yield, written as a fraction of the theoretical maximum amount of product (1.0 means a 100% yield; for example, 0.34 means a 34% yield). (1) The reactants are [CH3:1][O:2][C:3](=[O:16])[CH2:4][C:5]1[CH:10]=[C:9]([O:11][CH:12]([F:14])[F:13])[CH:8]=[C:7]([Cl:15])[CH:6]=1.[CH:17](OC)=[O:18].[Na].CO. The catalyst is CCOCC.O. The product is [CH3:1][O:2][C:3](=[O:16])[CH:4]([C:5]1[CH:10]=[C:9]([O:11][CH:12]([F:13])[F:14])[CH:8]=[C:7]([Cl:15])[CH:6]=1)[CH:17]=[O:18]. The yield is 0.360. (2) The reactants are [NH2:1][C:2]1[N:7]=[C:6]([NH2:8])[C:5]([C:9]2[CH:16]=[CH:15][C:12]([C:13]#[N:14])=[CH:11][CH:10]=2)=[C:4]([CH2:17][O:18][CH2:19][C:20]2[CH:25]=[CH:24][CH:23]=[CH:22][CH:21]=2)[N:3]=1.[H][H]. The catalyst is N.CO.[Ni]. The product is [NH2:14][CH2:13][C:12]1[CH:11]=[CH:10][C:9]([C:5]2[C:6]([NH2:8])=[N:7][C:2]([NH2:1])=[N:3][C:4]=2[CH2:17][O:18][CH2:19][C:20]2[CH:21]=[CH:22][CH:23]=[CH:24][CH:25]=2)=[CH:16][CH:15]=1. The yield is 0.740. (3) The reactants are [CH3:1][C:2]1[S:6][C:5]([SH:7])=[N:4][N:3]=1.Br[CH2:9][C:10](=[O:16])[C:11]([O:13][CH2:14][CH3:15])=[O:12]. The catalyst is C(Cl)Cl.C(#N)C. The product is [CH2:14]([O:13][C:11](=[O:12])[C:10](=[O:16])[CH2:9][S:7][C:5]1[S:6][C:2]([CH3:1])=[N:3][N:4]=1)[CH3:15]. The yield is 0.690. (4) The reactants are [ClH:1].[NH2:2][C:3]1[N:8]=[CH:7][C:6](/[CH:9]=[CH:10]/[C:11]([OH:13])=O)=[CH:5][C:4]=1[CH2:14][N:15]1[CH2:20][CH2:19][N:18]([CH3:21])[CH2:17][CH2:16]1.Cl.CN1CC2C=C(/C=C/C(O)=O)C=NC=2NC(=O)C1.[O:41]1[C:45]2[CH:46]=[CH:47][CH:48]=[CH:49][C:44]=2[CH:43]=[C:42]1[CH2:50][NH:51][CH3:52].CNCC1C=CC2C(=CC=CC=2)C=1CCC. No catalyst specified. The product is [ClH:1].[NH2:2][C:3]1[N:8]=[CH:7][C:6](/[CH:9]=[CH:10]/[C:11]([N:51]([CH2:50][C:42]2[O:41][C:45]3[CH:46]=[CH:47][CH:48]=[CH:49][C:44]=3[CH:43]=2)[CH3:52])=[O:13])=[CH:5][C:4]=1[CH2:14][N:15]1[CH2:20][CH2:19][N:18]([CH3:21])[CH2:17][CH2:16]1. The yield is 0.200. (5) The reactants are [Br:1][C:2]1[CH:3]=[CH:4][C:5]2[S:9][C:8]([SH:10])=[N:7][C:6]=2[CH:11]=1.[CH2:12](N(CC)CC)C.CI. The catalyst is CCO. The product is [Br:1][C:2]1[CH:3]=[CH:4][C:5]2[S:9][C:8]([S:10][CH3:12])=[N:7][C:6]=2[CH:11]=1. The yield is 0.800. (6) The reactants are [C:1]([CH:3]=[CH:4][C:5]1[CH:6]=[C:7]([CH:12]=[CH:13][CH:14]=1)[C:8]([O:10][CH3:11])=[O:9])#[N:2].O1CCCC1. The catalyst is C(O)C.[C].[Pd]. The product is [C:1]([CH2:3][CH2:4][C:5]1[CH:6]=[C:7]([CH:12]=[CH:13][CH:14]=1)[C:8]([O:10][CH3:11])=[O:9])#[N:2]. The yield is 0.880.